Dataset: Reaction yield outcomes from USPTO patents with 853,638 reactions. Task: Predict the reaction yield, written as a fraction of the theoretical maximum amount of product (1.0 means a 100% yield; for example, 0.34 means a 34% yield). (1) The reactants are [O:1]=[C:2]([C:16]1[N:20]([CH3:21])[N:19]=[C:18]([CH3:22])[C:17]=1[CH3:23])[CH:3]([C:6]1[CH:11]=[CH:10][C:9]([C:12]([CH3:15])([CH3:14])[CH3:13])=[CH:8][CH:7]=1)[C:4]#[N:5].C(N(CC)CC)C.[C:31](Cl)(=[O:36])[C:32]([CH3:35])([CH3:34])[CH3:33]. The catalyst is O1CCCC1. The product is [CH3:33][C:32]([CH3:35])([CH3:34])[C:31]([O:1]/[C:2](/[C:16]1[N:20]([CH3:21])[N:19]=[C:18]([CH3:22])[C:17]=1[CH3:23])=[C:3](\[C:6]1[CH:7]=[CH:8][C:9]([C:12]([CH3:15])([CH3:14])[CH3:13])=[CH:10][CH:11]=1)/[C:4]#[N:5])=[O:36]. The yield is 0.734. (2) The product is [CH2:1]([O:3][C:4]([C:6]1[O:7][C:8]2[CH:15]=[CH:14][CH:13]=[C:12]([NH:16][S:19]([CH2:17][CH3:18])(=[O:21])=[O:20])[C:9]=2[C:10]=1[CH3:11])=[O:5])[CH3:2]. The reactants are [CH2:1]([O:3][C:4]([C:6]1[O:7][C:8]2[CH:15]=[CH:14][CH:13]=[C:12]([NH2:16])[C:9]=2[C:10]=1[CH3:11])=[O:5])[CH3:2].[CH2:17]([S:19](Cl)(=[O:21])=[O:20])[CH3:18].N1C=CC=CC=1. The yield is 0.690. The catalyst is C(Cl)Cl.